This data is from Full USPTO retrosynthesis dataset with 1.9M reactions from patents (1976-2016). The task is: Predict the reactants needed to synthesize the given product. (1) Given the product [CH2:1]([O:3][C:4](=[O:8])[C:5]([C:22]1[N:20]2[CH:21]=[C:16]([C:15]([C:26]3[CH:27]=[CH:28][CH:29]=[CH:30][CH:31]=3)([C:32]3[CH:33]=[CH:34][CH:35]=[CH:36][CH:37]=3)[O:14][SiH2:13][C:9]([CH3:12])([CH3:11])[CH3:10])[N:17]=[CH:18][C:19]2=[N:24][C:23]=1[CH3:25])=[O:6])[CH3:2], predict the reactants needed to synthesize it. The reactants are: [CH2:1]([O:3][C:4](=[O:8])[C:5](Cl)=[O:6])[CH3:2].[C:9]([SiH2:13][O:14][C:15]([C:32]1[CH:37]=[CH:36][CH:35]=[CH:34][CH:33]=1)([C:26]1[CH:31]=[CH:30][CH:29]=[CH:28][CH:27]=1)[C:16]1[N:17]=[CH:18][C:19]2[N:20]([CH:22]=[C:23]([CH3:25])[N:24]=2)[CH:21]=1)([CH3:12])([CH3:11])[CH3:10].C(=O)([O-])[O-].[Na+].[Na+]. (2) Given the product [CH2:4]([C:6]1([N:10]2[CH:14]=[C:13]([C:15]3[N:20]4[CH:21]=[CH:22][N:23]=[C:19]4[CH:18]=[C:17]([C:24]4[CH:25]=[N:26][N:27]([CH3:29])[CH:28]=4)[N:16]=3)[CH:12]=[N:11]2)[CH2:9][N:8]([S:41]([C:40]([F:53])([F:52])[F:39])(=[O:43])=[O:42])[CH2:7]1)[CH3:5], predict the reactants needed to synthesize it. The reactants are: Cl.Cl.Cl.[CH2:4]([C:6]1([N:10]2[CH:14]=[C:13]([C:15]3[N:20]4[CH:21]=[CH:22][N:23]=[C:19]4[CH:18]=[C:17]([C:24]4[CH:25]=[N:26][N:27]([CH3:29])[CH:28]=4)[N:16]=3)[CH:12]=[N:11]2)[CH2:9][NH:8][CH2:7]1)[CH3:5].C(N(CC)C(C)C)(C)C.[F:39][C:40]([F:53])([F:52])[S:41](O[S:41]([C:40]([F:53])([F:52])[F:39])(=[O:43])=[O:42])(=[O:43])=[O:42].CCOC(C)=O.CO. (3) The reactants are: [Si:1]([O:8][CH:9]1[CH:14]=[C:13]([C:15]2[CH:20]=[CH:19][N:18]=[CH:17][C:16]=2[N+:21]([O-])=O)[O:12][CH:11]([CH3:24])[C:10]1([CH3:26])[OH:25])([C:4]([CH3:7])([CH3:6])[CH3:5])([CH3:3])[CH3:2]. Given the product [NH2:21][C:16]1[CH:17]=[N:18][CH:19]=[CH:20][C:15]=1[C:13]1[O:12][CH:11]([CH3:24])[C:10]([CH3:26])([OH:25])[CH:9]([O:8][Si:1]([C:4]([CH3:5])([CH3:7])[CH3:6])([CH3:2])[CH3:3])[CH:14]=1, predict the reactants needed to synthesize it.